This data is from Full USPTO retrosynthesis dataset with 1.9M reactions from patents (1976-2016). The task is: Predict the reactants needed to synthesize the given product. (1) The reactants are: [OH-].[Na+].CC1(C)C(C)(C)OB([C:11]2[CH:19]=[CH:18][CH:17]=[C:16]3[C:12]=2[CH:13]=[CH:14][NH:15]3)O1.Br[C:22]1[S:23][CH:24]=[CH:25][N:26]=1. Given the product [S:23]1[CH:24]=[CH:25][N:26]=[C:22]1[C:11]1[CH:19]=[CH:18][CH:17]=[C:16]2[C:12]=1[CH:13]=[CH:14][NH:15]2, predict the reactants needed to synthesize it. (2) Given the product [NH2:1][C:2]1[N:7]=[CH:6][N:5]=[C:4]([NH:8][C:9]2[C:14](=[O:15])[N:13]([CH2:16][C:17]3[CH:18]=[CH:19][C:20]([O:23][CH3:24])=[CH:21][CH:22]=3)[C:12]([C:25]([NH:36][CH2:35][C:34]3[CH:37]=[CH:38][C:31]([O:30][CH3:29])=[CH:32][CH:33]=3)=[O:26])=[C:11]([Cl:28])[CH:10]=2)[CH:3]=1, predict the reactants needed to synthesize it. The reactants are: [NH2:1][C:2]1[N:7]=[CH:6][N:5]=[C:4]([NH:8][C:9]2[C:14](=[O:15])[N:13]([CH2:16][C:17]3[CH:22]=[CH:21][C:20]([O:23][CH3:24])=[CH:19][CH:18]=3)[C:12]([C:25](O)=[O:26])=[C:11]([Cl:28])[CH:10]=2)[CH:3]=1.[CH3:29][O:30][C:31]1[CH:38]=[CH:37][C:34]([CH2:35][NH2:36])=[CH:33][CH:32]=1.C(N(CC)C(C)C)(C)C.CN(C(ON1N=NC2C=CC=NC1=2)=[N+](C)C)C.F[P-](F)(F)(F)(F)F. (3) Given the product [O:1]1[CH:5]=[CH:4][C:3]([C:6]2[N:11]3[N:12]=[C:13]([NH:15][C:21]([C:20]4[O:16][N:17]=[CH:18][CH:19]=4)=[O:22])[N:14]=[C:10]3[CH:9]=[CH:8][CH:7]=2)=[CH:2]1, predict the reactants needed to synthesize it. The reactants are: [O:1]1[CH:5]=[CH:4][C:3]([C:6]2[N:11]3[N:12]=[C:13]([NH2:15])[N:14]=[C:10]3[CH:9]=[CH:8][CH:7]=2)=[CH:2]1.[O:16]1[C:20]([C:21](Cl)=[O:22])=[CH:19][CH:18]=[N:17]1. (4) Given the product [CH3:2][O:3][C:4](=[O:9])[CH:5]([NH:6][C:15]([O:14][C:11]([CH3:13])([CH3:12])[CH3:10])=[O:16])[CH2:7][OH:8], predict the reactants needed to synthesize it. The reactants are: Cl.[CH3:2][O:3][C:4](=[O:9])[C@H:5]([CH2:7][OH:8])[NH2:6].[CH3:10][C:11]([O:14][C:15](O[C:15]([O:14][C:11]([CH3:13])([CH3:12])[CH3:10])=[O:16])=[O:16])([CH3:13])[CH3:12].CCN(CC)CC.